The task is: Predict which catalyst facilitates the given reaction.. This data is from Catalyst prediction with 721,799 reactions and 888 catalyst types from USPTO. (1) Reactant: [CH3:1][C:2]1[CH:11]=[CH:10][C:5]([C:6]([O:8]C)=[O:7])=[CH:4][C:3]=1[C:12]1[CH:17]=[C:16]([N:18]2[CH2:23][CH2:22][O:21][CH2:20][CH2:19]2)[C:15](=[O:24])[N:14]([CH3:25])[CH:13]=1.[OH-].[Li+]. Product: [CH3:1][C:2]1[CH:11]=[CH:10][C:5]([C:6]([OH:8])=[O:7])=[CH:4][C:3]=1[C:12]1[CH:17]=[C:16]([N:18]2[CH2:19][CH2:20][O:21][CH2:22][CH2:23]2)[C:15](=[O:24])[N:14]([CH3:25])[CH:13]=1. The catalyst class is: 1. (2) Reactant: [N:1]1[C:6]2=[N:7][N:8]3[CH:13]=[CH:12][CH:11]=[CH:10][C:9]3=[C:5]2[C:4]([NH2:14])=[N:3][CH:2]=1.[Br:15][C:16]1[CH:21]=[CH:20][C:19]([N:22]=[C:23]=[O:24])=[CH:18][CH:17]=1. Product: [Br:15][C:16]1[CH:21]=[CH:20][C:19]([NH:22][C:23]([NH:14][C:4]2[C:5]3[C:6](=[N:7][N:8]4[CH:13]=[CH:12][CH:11]=[CH:10][C:9]=34)[N:1]=[CH:2][N:3]=2)=[O:24])=[CH:18][CH:17]=1. The catalyst class is: 10. (3) Reactant: [Cl:1][O-].[Na+].[Cl:4][C:5]1[CH:10]=[CH:9][C:8]([C:11]2[N:16]=[C:15]([OH:17])[CH:14]=[C:13]([C:18]([OH:20])=[O:19])[N:12]=2)=[C:7]([F:21])[C:6]=1[O:22][CH3:23]. Product: [Cl:1][C:14]1[C:15]([OH:17])=[N:16][C:11]([C:8]2[CH:9]=[CH:10][C:5]([Cl:4])=[C:6]([O:22][CH3:23])[C:7]=2[F:21])=[N:12][C:13]=1[C:18]([OH:20])=[O:19]. The catalyst class is: 126. (4) Reactant: [Cl:1][C:2]1[N:9]=[CH:8][C:7]([C:10]2[CH:15]=[CH:14][CH:13]=[CH:12][CH:11]=2)=[CH:6][C:3]=1[CH:4]=[O:5].N1C=CN=C1.[C:21]1(=[O:26])[CH2:25][CH2:24][CH:23]=[CH:22]1. Product: [Cl:1][C:2]1[C:3]([CH:4]([OH:5])[C:22]2[C:21](=[O:26])[CH2:25][CH2:24][CH:23]=2)=[CH:6][C:7]([C:10]2[CH:11]=[CH:12][CH:13]=[CH:14][CH:15]=2)=[CH:8][N:9]=1. The catalyst class is: 24. (5) Reactant: C(OC([N:8]1[CH2:13][CH2:12][CH:11]([N:14]2[CH2:17][C:16]([F:19])([F:18])[CH2:15]2)[CH2:10][CH2:9]1)=O)(C)(C)C.C(O)(C(F)(F)F)=O. Product: [F:19][C:16]1([F:18])[CH2:17][N:14]([CH:11]2[CH2:10][CH2:9][NH:8][CH2:13][CH2:12]2)[CH2:15]1. The catalyst class is: 2. (6) The catalyst class is: 24. Reactant: [Si]([O:18][CH2:19][CH2:20][CH:21]([N:36]1[CH:41]=[C:40]([O:42][CH3:43])[C:39]([C:44]2[CH:49]=[C:48]([Cl:50])[CH:47]=[CH:46][C:45]=2[C:51]#[N:52])=[CH:38][C:37]1=[O:53])[C:22]([NH:24][C:25]1[CH:35]=[CH:34][C:28]([C:29]([O:31]CC)=[O:30])=[CH:27][CH:26]=1)=[O:23])(C(C)(C)C)(C1C=CC=CC=1)C1C=CC=CC=1.C(=O)([O-])[O-].[Cs+].[Cs+]. Product: [Cl:50][C:48]1[CH:47]=[CH:46][C:45]([C:51]#[N:52])=[C:44]([C:39]2[C:40]([O:42][CH3:43])=[CH:41][N:36]([CH:21]([CH2:20][CH2:19][OH:18])[C:22]([NH:24][C:25]3[CH:35]=[CH:34][C:28]([C:29]([OH:31])=[O:30])=[CH:27][CH:26]=3)=[O:23])[C:37](=[O:53])[CH:38]=2)[CH:49]=1. (7) The catalyst class is: 254. Product: [CH2:13]([NH:16][C:8]([C:2]1([OH:1])[CH2:10][CH:6]([OH:7])[CH:5]([OH:11])[CH:4]([OH:12])[CH2:3]1)=[O:9])[CH2:14][CH3:15]. Reactant: [OH:1][C:2]12[CH2:10][CH:6]([O:7][C:8]1=[O:9])[CH:5]([OH:11])[CH:4]([OH:12])[CH2:3]2.[CH2:13]([NH2:16])[CH2:14][CH3:15].C(O)(=O)C.